This data is from Catalyst prediction with 721,799 reactions and 888 catalyst types from USPTO. The task is: Predict which catalyst facilitates the given reaction. (1) Reactant: [NH:1]([C:191]([CH3:193])=[O:192])[C@H:2]([C:27]([NH:29][C@H:30]([C:35]([NH:37][C@H:38]([C:47]([NH:49][C@H:50]([C:55]([NH:57][C@H:58]([C:83]([NH:85][C@H:86]([C:91]([NH:93][C@H:94]([C:96]([NH:98][C@H:99]([C:104]([NH:106][C@H:107]([C:132]([NH:134][C@H:135]([C:140]([NH:142][C@H:143]([C:152]([NH:154][C@H:155]([C:160]([NH:162][C@H:163]([C:188]([NH2:190])=[O:189])[CH2:164][CH2:165][CH2:166][NH:167][C:168](=[NH:187])[NH:169]S(C1C(C)=C2C(OC(C2)(C)C)=C(C)C=1C)(=O)=O)=[O:161])[CH2:156][CH:157]([CH3:159])[CH3:158])=[O:153])[CH2:144][C:145](=[O:151])[O:146]C(C)(C)C)=[O:141])[CH2:136][CH:137]([CH3:139])[CH3:138])=[O:133])[CH2:108][CH2:109][CH2:110][NH:111][C:112](=[NH:131])[NH:113]S(C1C(C)=C2C(OC(C2)(C)C)=C(C)C=1C)(=O)=O)=[O:105])[CH2:100][CH:101]([CH3:103])[CH3:102])=[O:97])[CH3:95])=[O:92])[CH2:87][CH:88]([CH3:90])[CH3:89])=[O:84])[CH2:59][CH2:60][CH2:61][NH:62][C:63](=[NH:82])[NH:64]S(C1C(C)=C2C(OC(C2)(C)C)=C(C)C=1C)(=O)=O)=[O:56])[CH2:51][CH:52]([CH3:54])[CH3:53])=[O:48])[CH2:39][C:40](=[O:46])[O:41]C(C)(C)C)=[O:36])[CH2:31][CH:32]([CH3:34])[CH3:33])=[O:28])[CH2:3][CH2:4][CH2:5][NH:6][C:7](=[NH:26])[NH:8]S(C1C(C)=C2C(OC(C2)(C)C)=C(C)C=1C)(=O)=O.C(O)(C(F)(F)F)=O. Product: [NH:1]([C:191]([CH3:193])=[O:192])[C@H:2]([C:27]([NH:29][C@H:30]([C:35]([NH:37][C@H:38]([C:47]([NH:49][C@H:50]([C:55]([NH:57][C@H:58]([C:83]([NH:85][C@H:86]([C:91]([NH:93][C@H:94]([C:96]([NH:98][C@H:99]([C:104]([NH:106][C@H:107]([C:132]([NH:134][C@H:135]([C:140]([NH:142][C@H:143]([C:152]([NH:154][C@H:155]([C:160]([NH:162][C@H:163]([C:188]([NH2:190])=[O:189])[CH2:164][CH2:165][CH2:166][NH:167][C:168](=[NH:169])[NH2:187])=[O:161])[CH2:156][CH:157]([CH3:158])[CH3:159])=[O:153])[CH2:144][C:145](=[O:146])[OH:151])=[O:141])[CH2:136][CH:137]([CH3:138])[CH3:139])=[O:133])[CH2:108][CH2:109][CH2:110][NH:111][C:112](=[NH:113])[NH2:131])=[O:105])[CH2:100][CH:101]([CH3:103])[CH3:102])=[O:97])[CH3:95])=[O:92])[CH2:87][CH:88]([CH3:90])[CH3:89])=[O:84])[CH2:59][CH2:60][CH2:61][NH:62][C:63](=[NH:64])[NH2:82])=[O:56])[CH2:51][CH:52]([CH3:54])[CH3:53])=[O:48])[CH2:39][C:40](=[O:41])[OH:46])=[O:36])[CH2:31][CH:32]([CH3:33])[CH3:34])=[O:28])[CH2:3][CH2:4][CH2:5][NH:6][C:7](=[NH:8])[NH2:26]. The catalyst class is: 6. (2) Reactant: Cl.Cl.[F:3][C:4]1[CH:9]=[C:8]([C:10]#[N:11])[CH:7]=[CH:6][C:5]=1[C:12]1[CH:17]=[CH:16][C:15]([O:18][C:19]([F:22])([F:21])[F:20])=[C:14]([CH2:23][NH:24][C@H:25]2[CH2:30][CH2:29][NH:28][CH2:27][C@H:26]2[C:31]2[CH:36]=[CH:35][CH:34]=[CH:33][CH:32]=2)[CH:13]=1.[Na+].[CH3:38][C:39]([CH3:46])([CH3:45])[C:40](=[O:44])[C:41]([O-])=[O:42].C1C=CC2N(O)N=NC=2C=1.CCN=C=NCCCN(C)C.Cl. Product: [CH3:38][C:39]([CH3:46])([CH3:45])[C:40](=[O:44])[C:41]([N:28]1[CH2:29][CH2:30][C@H:25]([NH:24][CH2:23][C:14]2[CH:13]=[C:12]([C:5]3[CH:6]=[CH:7][C:8]([C:10]#[N:11])=[CH:9][C:4]=3[F:3])[CH:17]=[CH:16][C:15]=2[O:18][C:19]([F:21])([F:22])[F:20])[C@H:26]([C:31]2[CH:32]=[CH:33][CH:34]=[CH:35][CH:36]=2)[CH2:27]1)=[O:42]. The catalyst class is: 851. (3) Reactant: C(O)(=O)CC(CC(O)=O)(C(O)=O)O.[Si:14]([O:21][CH2:22][C:23]([N:26]1[C:30]2[N:31]=[CH:32][N:33]=[CH:34][C:29]=2[C:28]([C:35]([C:37]2[CH:42]=[CH:41][N:40]=[C:39]([N:43]=C(C3C=CC=CC=3)C3C=CC=CC=3)[CH:38]=2)=[O:36])=[CH:27]1)([CH3:25])[CH3:24])([C:17]([CH3:20])([CH3:19])[CH3:18])([CH3:16])[CH3:15].O.[OH-].[Na+]. Product: [NH2:43][C:39]1[CH:38]=[C:37]([C:35]([C:28]2[C:29]3[CH:34]=[N:33][CH:32]=[N:31][C:30]=3[N:26]([C:23]([CH3:25])([CH3:24])[CH2:22][O:21][Si:14]([C:17]([CH3:20])([CH3:19])[CH3:18])([CH3:15])[CH3:16])[CH:27]=2)=[O:36])[CH:42]=[CH:41][N:40]=1. The catalyst class is: 56. (4) Reactant: [OH:1][C:2]([C:24]1[CH:29]=[CH:28][C:27]([O:30][CH3:31])=[CH:26][C:25]=1[OH:32])([C:4]1[CH:9]=[CH:8][CH:7]=[C:6]([O:10][CH2:11][C:12]2[N:13]=[C:14]([C:18]3[CH:23]=[CH:22][CH:21]=[CH:20][CH:19]=3)[O:15][C:16]=2[CH3:17])[CH:5]=1)[CH3:3].Br[CH2:34][C:35]([O:37][CH2:38][CH3:39])=[O:36].C(=O)([O-])[O-].[K+].[K+].CN(C)C=O. Product: [C:35]([O:37][CH2:38][CH2:39][O:32][C:25]1[CH:26]=[C:27]([O:30][CH3:31])[CH:28]=[CH:29][C:24]=1[C:2]([OH:1])([C:4]1[CH:9]=[CH:8][CH:7]=[C:6]([O:10][CH2:11][C:12]2[N:13]=[C:14]([C:18]3[CH:23]=[CH:22][CH:21]=[CH:20][CH:19]=3)[O:15][C:16]=2[CH3:17])[CH:5]=1)[CH3:3])(=[O:36])[CH3:34]. The catalyst class is: 6. (5) Reactant: [Cl:1][C:2]1[CH:3]=[C:4]([NH:17][C:18]2[C:19]3[C:20](=[CH:24][N:25]([CH2:27][CH2:28][CH2:29]O)[N:26]=3)[N:21]=[CH:22][N:23]=2)[CH:5]=[CH:6][C:7]=1[O:8][CH2:9][C:10]1[CH:15]=[CH:14][CH:13]=[C:12]([F:16])[CH:11]=1.[CH3:31][S:32]([CH2:35][CH2:36][NH:37][S:38]([C:41]1[CH:46]=[CH:45][CH:44]=[CH:43][C:42]=1[N+:47]([O-:49])=[O:48])(=[O:40])=[O:39])(=[O:34])=[O:33].N(C(N1CCCCC1)=O)=NC(N1CCCCC1)=O.C(P(CCCC)CCCC)CCC. Product: [Cl:1][C:2]1[CH:3]=[C:4]([NH:17][C:18]2[C:19]3[C:20](=[CH:24][N:25]([CH2:27][CH2:28][CH2:29][N:37]([CH2:36][CH2:35][S:32]([CH3:31])(=[O:33])=[O:34])[S:38]([C:41]4[CH:46]=[CH:45][CH:44]=[CH:43][C:42]=4[N+:47]([O-:49])=[O:48])(=[O:39])=[O:40])[N:26]=3)[N:21]=[CH:22][N:23]=2)[CH:5]=[CH:6][C:7]=1[O:8][CH2:9][C:10]1[CH:15]=[CH:14][CH:13]=[C:12]([F:16])[CH:11]=1. The catalyst class is: 355. (6) Reactant: [CH:1]([C:3]1([CH2:16][CH2:17][O:18][Si:19]([C:22]([CH3:25])([CH3:24])[CH3:23])([CH3:21])[CH3:20])[CH2:8][CH2:7][N:6]([C:9]([O:11][C:12]([CH3:15])([CH3:14])[CH3:13])=[O:10])[CH2:5][CH2:4]1)=[O:2].C[Li].[C:28](=O)(O)[O-].[Na+]. Product: [OH:2][CH:1]([C:3]1([CH2:16][CH2:17][O:18][Si:19]([C:22]([CH3:25])([CH3:24])[CH3:23])([CH3:20])[CH3:21])[CH2:4][CH2:5][N:6]([C:9]([O:11][C:12]([CH3:14])([CH3:15])[CH3:13])=[O:10])[CH2:7][CH2:8]1)[CH3:28]. The catalyst class is: 116. (7) Reactant: [Br:1][C:2]1[C:6]([C:7]([O:9]CC)=[O:8])=[CH:5][N:4]([C:12]2[CH:13]=[N:14][CH:15]=[CH:16][CH:17]=2)[N:3]=1.[OH-].[K+].O.Cl. Product: [Br:1][C:2]1[C:6]([C:7]([OH:9])=[O:8])=[CH:5][N:4]([C:12]2[CH:13]=[N:14][CH:15]=[CH:16][CH:17]=2)[N:3]=1. The catalyst class is: 5.